From a dataset of Catalyst prediction with 721,799 reactions and 888 catalyst types from USPTO. Predict which catalyst facilitates the given reaction. Product: [Cl:1][C:2]1[CH:3]=[C:4]2[C:9](=[CH:10][CH:11]=1)[N:8]=[C:7]([CH:12]1[CH2:14][CH2:13]1)[C:6]([C:15]([OH:17])=[O:16])=[C:5]2[C:19]1[CH:24]=[CH:23][CH:22]=[C:21]([Cl:25])[CH:20]=1. Reactant: [Cl:1][C:2]1[CH:3]=[C:4]2[C:9](=[CH:10][CH:11]=1)[N:8]=[C:7]([CH:12]1[CH2:14][CH2:13]1)[C:6]([C:15]([O:17]C)=[O:16])=[C:5]2[C:19]1[CH:24]=[CH:23][CH:22]=[C:21]([Cl:25])[CH:20]=1.[OH-].[Na+]. The catalyst class is: 8.